From a dataset of Forward reaction prediction with 1.9M reactions from USPTO patents (1976-2016). Predict the product of the given reaction. (1) Given the reactants [Cl:1][C:2]1[N:6]2[CH:7]=[C:8]([CH:15]3[CH2:17][CH2:16]3)[CH:9]=[C:10]([C:11]([F:14])([F:13])[F:12])[C:5]2=[N:4][C:3]=1[C:18](O)=[O:19].[CH3:21][C@H:22]1[O:26][C:25](=[O:27])[N:24]([CH:28]2[CH2:33][CH2:32][NH:31][CH2:30][CH2:29]2)[C:23]1=[O:34].C(N(CC)C(C)C)(C)C.CN(C(ON1N=NC2C=CC=NC1=2)=[N+](C)C)C.F[P-](F)(F)(F)(F)F, predict the reaction product. The product is: [Cl:1][C:2]1[N:6]2[CH:7]=[C:8]([CH:15]3[CH2:17][CH2:16]3)[CH:9]=[C:10]([C:11]([F:13])([F:14])[F:12])[C:5]2=[N:4][C:3]=1[C:18]([N:31]1[CH2:30][CH2:29][CH:28]([N:24]2[C:23](=[O:34])[C@@H:22]([CH3:21])[O:26][C:25]2=[O:27])[CH2:33][CH2:32]1)=[O:19]. (2) The product is: [CH2:43]([N:9]1[C:10]2[C:15](=[C:14]([CH2:16][N:17]3[C:23](=[O:24])[C@@H:22]([NH:25][C:26](=[O:38])[C@@H:27]([NH:29][CH3:30])[CH3:28])[CH2:21][O:20][C:19]4[CH:39]=[CH:40][CH:41]=[CH:42][C:18]3=4)[CH:13]=[CH:12][CH:11]=2)[CH2:7][C:8]1=[O:2])[CH3:44]. Given the reactants P(=O)(O)(O)[OH:2].Cl[C:7]1[C:15]2[C:10](=[CH:11][CH:12]=[CH:13][C:14]=2[CH2:16][N:17]2[C:23](=[O:24])[C@@H:22]([NH:25][C:26](=[O:38])[C@@H:27]([N:29](C)[C:30](=O)OC(C)(C)C)[CH3:28])[CH2:21][O:20][C:19]3[CH:39]=[CH:40][CH:41]=[CH:42][C:18]2=3)[N:9]([CH2:43][CH3:44])[CH:8]=1, predict the reaction product. (3) The product is: [CH3:1][C@:2]12[C@@H:5]3[CH2:69][CH2:70][C@H:71]4[C:66]([CH2:67][C@@:68]3([CH2:72]4)[CH2:22][CH2:17][C@@H:18]1[C@@:19]([C:62]([OH:63])=[O:123])([CH3:20])[CH2:10][CH2:9][CH2:3]2)=[CH2:65]. Given the reactants [CH2:1](O)[C:2](N)([CH2:5]O)[CH2:3]O.[CH2:9](S)[C@@H:10](O)[C@H](O)CS.[CH:17]1[CH:22]=[N+]([C@H]2O[C@@H](COP(OP(OC[C@H]3O[C@@H](N4C5N=CN=C(N)C=5N=C4)[C@H](OP(O)(O)=O)[C@@H]3O)(O)=O)([O-])=O)[C@H](O)[C@@H]2O)[CH:20]=[C:19]([C:62](N)=[O:63])[CH:18]=1.[CH3:65][C:66]1[C:71]([CH3:72])=[CH:70][C:69]2N(C[C@H](O)[C@H](O)[C@H](O)COP(OP(OC[C@H]3O[C@@H](N4C5N=CN=C(N)C=5N=C4)[C@H](O)[C@@H]3O)(O)=O)(O)=O)C3C(=N[C:68]=2[CH:67]=1)C(=O)NC(=O)N=3.C(N(CC(O)=O)CC(O)=O)CN(CC(O)=O)CC(O)=[O:123].C1(CS(F)(=O)=O)C=CC=CC=1, predict the reaction product. (4) Given the reactants [Cl:1][C:2]1[CH:7]=[CH:6][C:5]([F:8])=[CH:4][C:3]=1[C:9]1[CH2:14][CH2:13][N:12](C(OC(C)(C)C)=O)[CH2:11][CH:10]=1.Cl, predict the reaction product. The product is: [ClH:1].[Cl:1][C:2]1[CH:7]=[CH:6][C:5]([F:8])=[CH:4][C:3]=1[C:9]1[CH2:14][CH2:13][NH:12][CH2:11][CH:10]=1.